From a dataset of NCI-60 drug combinations with 297,098 pairs across 59 cell lines. Regression. Given two drug SMILES strings and cell line genomic features, predict the synergy score measuring deviation from expected non-interaction effect. (1) Drug 1: CCC1=CC2CC(C3=C(CN(C2)C1)C4=CC=CC=C4N3)(C5=C(C=C6C(=C5)C78CCN9C7C(C=CC9)(C(C(C8N6C)(C(=O)OC)O)OC(=O)C)CC)OC)C(=O)OC.C(C(C(=O)O)O)(C(=O)O)O. Drug 2: CC1=C(C(CCC1)(C)C)C=CC(=CC=CC(=CC(=O)O)C)C. Cell line: TK-10. Synergy scores: CSS=8.41, Synergy_ZIP=-7.78, Synergy_Bliss=-0.925, Synergy_Loewe=-13.7, Synergy_HSA=-0.496. (2) Drug 1: C1=NC(=NC(=O)N1C2C(C(C(O2)CO)O)O)N. Drug 2: CC1=C(C(=CC=C1)Cl)NC(=O)C2=CN=C(S2)NC3=CC(=NC(=N3)C)N4CCN(CC4)CCO. Cell line: 786-0. Synergy scores: CSS=14.2, Synergy_ZIP=-8.97, Synergy_Bliss=0.247, Synergy_Loewe=-3.29, Synergy_HSA=-1.28.